Dataset: Acute oral toxicity (LD50) regression data from Zhu et al.. Task: Regression/Classification. Given a drug SMILES string, predict its toxicity properties. Task type varies by dataset: regression for continuous values (e.g., LD50, hERG inhibition percentage) or binary classification for toxic/non-toxic outcomes (e.g., AMES mutagenicity, cardiotoxicity, hepatotoxicity). Dataset: ld50_zhu. The molecule is CCC(=O)OC(=O)CC. The rat oral LD50 is 1.74, given as -log10 of the dose in mol/kg body weight (higher means more acutely toxic).